From a dataset of Retrosynthesis with 50K atom-mapped reactions and 10 reaction types from USPTO. Predict the reactants needed to synthesize the given product. (1) The reactants are: CC(C)(C)OC(=O)N1C2CCC1CC1(CC(=O)N(c3ccc(N)nc3)C1)C2.CN(C)C(=O)c1cc2cnc(Cl)nc2n1C1CCCC1. Given the product CN(C)C(=O)c1cc2cnc(Nc3ccc(N4CC5(CC4=O)CC4CCC(C5)N4C(=O)OC(C)(C)C)cn3)nc2n1C1CCCC1, predict the reactants needed to synthesize it. (2) Given the product COC(=O)c1ccc(Cc2ccc(SC)cc2)c(O)c1, predict the reactants needed to synthesize it. The reactants are: COC(=O)c1ccc(C(O)c2ccc(SC)cc2)c(O)c1.